From a dataset of Full USPTO retrosynthesis dataset with 1.9M reactions from patents (1976-2016). Predict the reactants needed to synthesize the given product. (1) The reactants are: C[O-].[Na+].C([O:7][C:8]1[CH:13]=[CH:12][C:11]([S:14][CH3:15])=[CH:10][C:9]=1/[CH:16]=[CH:17]/[C:18]1[CH:27]=[CH:26][C:21]([C:22]([O:24][CH3:25])=[O:23])=[CH:20][N:19]=1)(=O)C. Given the product [OH:7][C:8]1[CH:13]=[CH:12][C:11]([S:14][CH3:15])=[CH:10][C:9]=1/[CH:16]=[CH:17]/[C:18]1[CH:27]=[CH:26][C:21]([C:22]([O:24][CH3:25])=[O:23])=[CH:20][N:19]=1, predict the reactants needed to synthesize it. (2) Given the product [F:38][C:39]1[CH:46]=[CH:45][C:42]([CH2:43][NH:44][C:31]([C:29]2[N:30]=[C:25]([CH:9]([N:8]([CH3:37])[C:6](=[O:7])[O:5][C:1]([CH3:4])([CH3:3])[CH3:2])[CH2:10][CH2:11][C:12]([O:23][CH3:24])([CH3:22])[CH2:13][OH:14])[NH:26][C:27](=[O:36])[C:28]=2[OH:35])=[O:33])=[CH:41][C:40]=1[CH3:47], predict the reactants needed to synthesize it. The reactants are: [C:1]([O:5][C:6]([N:8]([CH3:37])[CH:9]([C:25]1[NH:26][C:27](=[O:36])[C:28]([OH:35])=[C:29]([C:31]([O:33]C)=O)[N:30]=1)[CH2:10][CH2:11][C:12]([O:23][CH3:24])([CH3:22])[CH2:13][O:14][Si](C(C)(C)C)(C)C)=[O:7])([CH3:4])([CH3:3])[CH3:2].[F:38][C:39]1[CH:46]=[CH:45][C:42]([CH2:43][NH2:44])=[CH:41][C:40]=1[CH3:47].